Dataset: Reaction yield outcomes from USPTO patents with 853,638 reactions. Task: Predict the reaction yield, written as a fraction of the theoretical maximum amount of product (1.0 means a 100% yield; for example, 0.34 means a 34% yield). (1) The reactants are [Cl:1][C:2]1[C:7]([OH:8])=[CH:6][CH:5]=[CH:4][N:3]=1.[C:9]([O-])(O)=[O:10].[Na+].C=O.Cl. The catalyst is O. The product is [Cl:1][C:2]1[C:7]([OH:8])=[CH:6][CH:5]=[C:4]([CH2:9][OH:10])[N:3]=1. The yield is 0.810. (2) The reactants are CC#N.C(=O)=O.[CH2:7]([N:10]1[CH2:15][CH2:14][O:13][CH2:12][CH2:11]1)[C:8]#[CH:9].C([Mg]Cl)(C)C.CON(C)[C:24](=[O:26])[CH3:25]. The catalyst is C1COCC1. The product is [N:10]1([CH2:7][C:8]#[C:9][C:24](=[O:26])[CH3:25])[CH2:15][CH2:14][O:13][CH2:12][CH2:11]1. The yield is 0.711. (3) The reactants are [Cl:1][C:2]1[N:7]=[C:6]([NH:8][C@H:9]([C:11]2[CH:12]=[C:13]([NH:17][C:18](=[O:32])[C:19]3[CH:24]=[C:23]([C:25]([F:28])([F:27])[F:26])[CH:22]=[C:21]([N+:29]([O-])=O)[CH:20]=3)[CH:14]=[CH:15][CH:16]=2)[CH3:10])[CH:5]=[N:4][CH:3]=1.[Cl-].[NH4+].[In]. The catalyst is C(O)C.O. The product is [NH2:29][C:21]1[CH:20]=[C:19]([CH:24]=[C:23]([C:25]([F:28])([F:27])[F:26])[CH:22]=1)[C:18]([NH:17][C:13]1[CH:14]=[CH:15][CH:16]=[C:11]([C@@H:9]([NH:8][C:6]2[CH:5]=[N:4][CH:3]=[C:2]([Cl:1])[N:7]=2)[CH3:10])[CH:12]=1)=[O:32]. The yield is 0.650. (4) The reactants are [NH2:1][C:2]1[CH:7]=[C:6]([Cl:8])[CH:5]=[CH:4][N:3]=1.Cl[CH2:10][CH:11]=O. The catalyst is C(O)C. The product is [Cl:8][C:6]1[CH:5]=[CH:4][N:3]2[CH:10]=[CH:11][N:1]=[C:2]2[CH:7]=1. The yield is 0.850.